This data is from Forward reaction prediction with 1.9M reactions from USPTO patents (1976-2016). The task is: Predict the product of the given reaction. (1) Given the reactants [NH2:1][C:2]1[CH:6]=[CH:5][S:4][C:3]=1[C:7]([O:9]C)=O.[CH3:11][N:12]1[C:16]([C:17]#[N:18])=[CH:15][C:14]([CH3:19])=[N:13]1.C(O[K])(C)(C)C, predict the reaction product. The product is: [CH3:11][N:12]1[C:16]([C:17]2[N:18]=[C:7]([OH:9])[C:3]3[S:4][CH:5]=[CH:6][C:2]=3[N:1]=2)=[CH:15][C:14]([CH3:19])=[N:13]1. (2) Given the reactants [CH3:1][O:2][C:3]1[N:8]=[C:7]([NH2:9])[CH:6]=[CH:5][CH:4]=1.[N+:10]([C:12]1[CH:21]=[CH:20][C:15]2[O:16][CH2:17][CH2:18][O:19][C:14]=2[CH:13]=1)#[C-:11].[F:22][C:23]1[CH:30]=[C:29]([O:31][CH2:32][CH2:33][F:34])[CH:28]=[C:27]([F:35])[C:24]=1[CH:25]=O, predict the reaction product. The product is: [F:22][C:23]1[CH:30]=[C:29]([O:31][CH2:32][CH2:33][F:34])[CH:28]=[C:27]([F:35])[C:24]=1[C:25]1[N:9]=[C:7]2[CH:6]=[CH:5][CH:4]=[C:3]([O:2][CH3:1])[N:8]2[C:11]=1[NH:10][C:12]1[CH:21]=[CH:20][C:15]2[O:16][CH2:17][CH2:18][O:19][C:14]=2[CH:13]=1. (3) Given the reactants [O:1]=[S:2]1(=[O:17])[CH2:7][C:6](=[O:8])[NH:5][C:4]2[CH:9]=[C:10]([CH2:13][C:14]([OH:16])=O)[CH:11]=[CH:12][C:3]1=2.CCN=C=NCCCN(C)C.C1C=CC2N(O)N=NC=2C=1.[Si:39]([O:46][C@H:47]1[CH2:51][CH2:50][N:49]([CH2:52][C@H:53]([C:56]2[CH:57]=[C:58]([CH:61]=[CH:62][CH:63]=2)[C:59]#[N:60])[NH:54][CH3:55])[CH2:48]1)([C:42]([CH3:45])([CH3:44])[CH3:43])([CH3:41])[CH3:40], predict the reaction product. The product is: [Si:39]([O:46][C@H:47]1[CH2:51][CH2:50][N:49]([CH2:52][C@@H:53]([N:54]([CH3:55])[C:14](=[O:16])[CH2:13][C:10]2[CH:11]=[CH:12][C:3]3[S:2](=[O:1])(=[O:17])[CH2:7][C:6](=[O:8])[NH:5][C:4]=3[CH:9]=2)[C:56]2[CH:63]=[CH:62][CH:61]=[C:58]([C:59]#[N:60])[CH:57]=2)[CH2:48]1)([C:42]([CH3:45])([CH3:44])[CH3:43])([CH3:40])[CH3:41]. (4) Given the reactants [CH3:1][N:2]1[C:10]([CH2:11][N:12]2[CH2:17][CH2:16][CH:15]([C:18]([OH:21])([CH3:20])[CH3:19])[CH2:14][CH2:13]2)=[N:9][C:8]2[C:3]1=[N:4][C:5]([Sn](CCCC)(CCCC)CCCC)=[N:6][C:7]=2[N:22]1[CH2:27][CH2:26][O:25][CH2:24][CH2:23]1.Br[C:42]1[N:47]2[CH:48]=[C:49]([CH3:51])[N:50]=[C:46]2[CH:45]=[CH:44][CH:43]=1, predict the reaction product. The product is: [CH3:1][N:2]1[C:10]([CH2:11][N:12]2[CH2:13][CH2:14][CH:15]([C:18]([OH:21])([CH3:19])[CH3:20])[CH2:16][CH2:17]2)=[N:9][C:8]2[C:3]1=[N:4][C:5]([C:42]1[N:47]3[CH:48]=[C:49]([CH3:51])[N:50]=[C:46]3[CH:45]=[CH:44][CH:43]=1)=[N:6][C:7]=2[N:22]1[CH2:27][CH2:26][O:25][CH2:24][CH2:23]1. (5) Given the reactants [Li+].[CH3:2]C([N-]C(C)C)C.[CH2:9]([O:11][C:12]([CH:14]1[CH2:23][CH2:22][C:17]2([O:21][CH2:20][CH2:19][O:18]2)[CH2:16][CH2:15]1)=[O:13])[CH3:10].CI, predict the reaction product. The product is: [CH2:9]([O:11][C:12]([C:14]1([CH3:2])[CH2:23][CH2:22][C:17]2([O:18][CH2:19][CH2:20][O:21]2)[CH2:16][CH2:15]1)=[O:13])[CH3:10]. (6) Given the reactants [OH:1][CH:2]([C:17]1[N:18]=[CH:19][N:20]([S:22]([C:25]2[CH:30]=[CH:29][CH:28]=[CH:27][CH:26]=2)(=[O:24])=[O:23])[CH:21]=1)[C:3]1[CH:4]=[C:5]2[C:10](=[CH:11][CH:12]=1)[CH:9]=[C:8]([C:13]([NH:15][CH3:16])=[O:14])[CH:7]=[CH:6]2.CN(C)C(=O)C.C(OC(C)C)(C)C, predict the reaction product. The product is: [CH3:16][NH:15][C:13]([C:8]1[CH:7]=[CH:6][C:5]2[C:10](=[CH:11][CH:12]=[C:3]([C:2]([C:17]3[N:18]=[CH:19][N:20]([S:22]([C:25]4[CH:30]=[CH:29][CH:28]=[CH:27][CH:26]=4)(=[O:24])=[O:23])[CH:21]=3)=[O:1])[CH:4]=2)[CH:9]=1)=[O:14]. (7) The product is: [F:9][CH:8]([F:10])[C:4]1[CH:3]=[C:2]([B:11]2[O:15][C:14]([CH3:17])([CH3:16])[C:13]([CH3:19])([CH3:18])[O:12]2)[CH:7]=[CH:6][CH:5]=1. Given the reactants Br[C:2]1[CH:7]=[CH:6][CH:5]=[C:4]([CH:8]([F:10])[F:9])[CH:3]=1.[B:11]1([B:11]2[O:15][C:14]([CH3:17])([CH3:16])[C:13]([CH3:19])([CH3:18])[O:12]2)[O:15][C:14]([CH3:17])([CH3:16])[C:13]([CH3:19])([CH3:18])[O:12]1.C([O-])(=O)C.[K+], predict the reaction product. (8) Given the reactants [CH3:1][O:2][C:3]1[CH:4]=[C:5]2[C:10](=[CH:11][C:12]=1[O:13][CH3:14])[N:9]=[CH:8][N:7]=[C:6]2[O:15][C:16]1[CH:22]=[CH:21][C:19]([NH2:20])=[CH:18][CH:17]=1.ClC(Cl)(O[C:27](=[O:33])OC(Cl)(Cl)Cl)Cl.[NH2:35][N:36]1[CH2:42][CH2:41][CH2:40][CH2:39][CH2:38][CH2:37]1.C(=O)(O)[O-].[Na+], predict the reaction product. The product is: [CH3:1][O:2][C:3]1[CH:4]=[C:5]2[C:10](=[CH:11][C:12]=1[O:13][CH3:14])[N:9]=[CH:8][N:7]=[C:6]2[O:15][C:16]1[CH:22]=[CH:21][C:19]([NH:20][C:27]([NH:35][N:36]2[CH2:42][CH2:41][CH2:40][CH2:39][CH2:38][CH2:37]2)=[O:33])=[CH:18][CH:17]=1. (9) Given the reactants [C:1](=[O:23])(OC1C=CC([N+]([O-])=O)=CC=1)[O:2][C:3]1[CH:8]=[CH:7][C:6]([NH:9][C:10](=[O:12])[CH3:11])=[CH:5][CH:4]=1.[NH2:24][C@@H:25]([CH2:29][S:30]([O-:33])(=[O:32])=[O:31])[C:26]([O-:28])=[O:27].[Na+].[Na+].OC1C=CC(NC(=O)C)=CC=1.C(Cl)(=O)OC1C=CC([N+]([O-])=O)=CC=1, predict the reaction product. The product is: [C:10]([NH:9][C:6]1[CH:5]=[CH:4][C:3]([O:2][C:1]([NH:24][C@@H:25]([CH2:29][S:30]([OH:33])(=[O:32])=[O:31])[C:26]([OH:28])=[O:27])=[O:23])=[CH:8][CH:7]=1)(=[O:12])[CH3:11]. (10) Given the reactants [C:1]([O:5][C@@H:6]([C:12]1[C:13]([CH3:34])=[N:14][C:15]([CH3:33])=[C:16]([C:26]2[CH:31]=[CH:30][C:29]([OH:32])=[CH:28][CH:27]=2)[C:17]=1[N:18]1[CH2:23][CH2:22][C:21]([CH3:25])([CH3:24])[CH2:20][CH2:19]1)[C:7]([O:9]CC)=[O:8])([CH3:4])([CH3:3])[CH3:2].[CH3:35][C:36]1[N:37]=[C:38]([C:43]2[CH:48]=[CH:47][CH:46]=[CH:45][CH:44]=2)[S:39][C:40]=1[CH2:41]O.CCOC(/N=N/C(OCC)=O)=O.[OH-].[Na+], predict the reaction product. The product is: [C:1]([O:5][C@@H:6]([C:12]1[C:13]([CH3:34])=[N:14][C:15]([CH3:33])=[C:16]([C:26]2[CH:31]=[CH:30][C:29]([O:32][CH2:41][C:40]3[S:39][C:38]([C:43]4[CH:44]=[CH:45][CH:46]=[CH:47][CH:48]=4)=[N:37][C:36]=3[CH3:35])=[CH:28][CH:27]=2)[C:17]=1[N:18]1[CH2:19][CH2:20][C:21]([CH3:24])([CH3:25])[CH2:22][CH2:23]1)[C:7]([OH:9])=[O:8])([CH3:3])([CH3:2])[CH3:4].